From a dataset of Reaction yield outcomes from USPTO patents with 853,638 reactions. Predict the reaction yield, written as a fraction of the theoretical maximum amount of product (1.0 means a 100% yield; for example, 0.34 means a 34% yield). (1) The reactants are FC(F)(F)C(O)=O.[CH3:8][O:9][C:10]1[CH:11]=[CH:12][C:13]2[C:22]3[NH:21][CH2:20][CH2:19][CH2:18][C:17]=3[C:16](=[O:23])[N:15](CC3C=CC(OC)=CC=3)[C:14]=2[CH:33]=1. No catalyst specified. The product is [CH3:8][O:9][C:10]1[CH:11]=[CH:12][C:13]2[C:22]3[NH:21][CH2:20][CH2:19][CH2:18][C:17]=3[C:16](=[O:23])[NH:15][C:14]=2[CH:33]=1. The yield is 0.855. (2) The reactants are [F:1][C:2]1[CH:7]=[CH:6][C:5]([C:8]2[C:16]3[C:11](=[CH:12][CH:13]=[C:14]([C:17]#[C:18][C:19]4[CH:24]=[CH:23][CH:22]=[CH:21][CH:20]=4)[CH:15]=3)[NH:10][N:9]=2)=[CH:4][CH:3]=1.N1C2C(=CC=CC=2)C=CC=1. The catalyst is C(OCC)(=O)C.[Pd]. The product is [C:19]1(/[CH:18]=[CH:17]\[C:14]2[CH:15]=[C:16]3[C:11](=[CH:12][CH:13]=2)[NH:10][N:9]=[C:8]3[C:5]2[CH:4]=[CH:3][C:2]([F:1])=[CH:7][CH:6]=2)[CH:20]=[CH:21][CH:22]=[CH:23][CH:24]=1. The yield is 0.460. (3) The reactants are [CH3:1][O:2][C:3]([C:5]1[S:6][C:7]([C:27]2[CH2:32][CH2:31][C:30]([CH3:34])([CH3:33])[CH2:29][CH:28]=2)=[CH:8][C:9]=1[N:10]([C@H:20]1[CH2:25][CH2:24][C@H:23]([OH:26])[CH2:22][CH2:21]1)[C:11]([C@H:13]1[CH2:18][CH2:17][C@H:16]([CH3:19])[CH2:15][CH2:14]1)=[O:12])=[O:4].C(N(C(C)C)C(C)C)C.[CH3:44][O:45][CH2:46]Cl. The catalyst is CN(C1C=CN=CC=1)C.C(Cl)Cl. The product is [CH3:1][O:2][C:3]([C:5]1[S:6][C:7]([C:27]2[CH2:32][CH2:31][C:30]([CH3:33])([CH3:34])[CH2:29][CH:28]=2)=[CH:8][C:9]=1[N:10]([C@H:20]1[CH2:25][CH2:24][C@H:23]([O:26][CH2:44][O:45][CH3:46])[CH2:22][CH2:21]1)[C:11]([C@H:13]1[CH2:18][CH2:17][C@H:16]([CH3:19])[CH2:15][CH2:14]1)=[O:12])=[O:4]. The yield is 0.650. (4) The reactants are [CH3:1][C:2]([CH3:26])([CH3:25])[C:3]#[C:4][C:5]1[S:9][C:8]([C:10]([O:12][CH3:13])=[O:11])=[C:7]([NH:14][CH:15]([CH2:17][C:18](=[O:24])[N:19]2[CH2:23][CH2:22][CH2:21][CH2:20]2)[CH3:16])[CH:6]=1.[CH3:27][C@H:28]1[CH2:33][CH2:32][C@H:31]([C:34](Cl)=[O:35])[CH2:30][CH2:29]1.N1C=CC=CC=1. The catalyst is ClCCCl.C(Cl)Cl. The product is [CH3:26][C:2]([CH3:25])([CH3:1])[C:3]#[C:4][C:5]1[S:9][C:8]([C:10]([O:12][CH3:13])=[O:11])=[C:7]([N:14]([CH:15]([CH2:17][C:18](=[O:24])[N:19]2[CH2:20][CH2:21][CH2:22][CH2:23]2)[CH3:16])[C:34]([C@H:31]2[CH2:32][CH2:33][C@H:28]([CH3:27])[CH2:29][CH2:30]2)=[O:35])[CH:6]=1. The yield is 0.376. (5) The reactants are [CH3:1][C:2]([N:6]1[CH2:11][CH2:10][CH2:9][CH2:8][CH2:7]1)([CH3:5])[C:3]#[N:4].[C:12]1([Li])[CH:17]=[CH:16][CH:15]=[CH:14][CH:13]=1.[BH4-].[Na+].NC(C1C=CC=CC=1)C1(N(C)C)CCCC1. The catalyst is C(OCCCC)CCC.C1COCC1.CO. The product is [CH3:5][C:2]([N:6]1[CH2:11][CH2:10][CH2:9][CH2:8][CH2:7]1)([CH3:1])[CH:3]([C:12]1[CH:17]=[CH:16][CH:15]=[CH:14][CH:13]=1)[NH2:4]. The yield is 0.560. (6) The reactants are C[O:2][C:3](=[O:45])[CH2:4][C:5]1[CH:10]=[CH:9][CH:8]=[C:7]([O:11][CH2:12][CH2:13][CH2:14][N:15]([CH2:31][CH:32]([C:39]2[CH:44]=[CH:43][CH:42]=[CH:41][CH:40]=2)[C:33]2[CH:38]=[CH:37][CH:36]=[CH:35][CH:34]=2)[CH2:16][C:17]2[CH:22]=[C:21]([C:23]([F:26])([F:25])[F:24])[CH:20]=[C:19]([C:27]([F:30])([F:29])[F:28])[CH:18]=2)[CH:6]=1.[OH-].[Na+]. The yield is 0.790. The catalyst is CO. The product is [C:39]1([CH:32]([C:33]2[CH:38]=[CH:37][CH:36]=[CH:35][CH:34]=2)[CH2:31][N:15]([CH2:16][C:17]2[CH:18]=[C:19]([C:27]([F:28])([F:29])[F:30])[CH:20]=[C:21]([C:23]([F:24])([F:25])[F:26])[CH:22]=2)[CH2:14][CH2:13][CH2:12][O:11][C:7]2[CH:6]=[C:5]([CH2:4][C:3]([OH:45])=[O:2])[CH:10]=[CH:9][CH:8]=2)[CH:44]=[CH:43][CH:42]=[CH:41][CH:40]=1. (7) The reactants are CC1C=CC(S(O[CH2:12][C@H:13]2[CH2:18][CH2:17][C@H:16]([N:19]3[C:23]4=[C:24]5[S:30][CH:29]=[CH:28][C:25]5=[N:26][CH:27]=[C:22]4[N:21]=[C:20]3[C@H:31]([OH:33])[CH3:32])[CH2:15][O:14]2)(=O)=O)=CC=1.[N-:34]=[N+:35]=[N-:36].[Na+]. The catalyst is CN(C=O)C.CO. The product is [N:34]([CH2:12][C@@H:13]1[O:14][CH2:15][C@@H:16]([N:19]2[C:23]3=[C:24]4[S:30][CH:29]=[CH:28][C:25]4=[N:26][CH:27]=[C:22]3[N:21]=[C:20]2[C@H:31]([OH:33])[CH3:32])[CH2:17][CH2:18]1)=[N+:35]=[N-:36]. The yield is 0.650.